From a dataset of Reaction yield outcomes from USPTO patents with 853,638 reactions. Predict the reaction yield, written as a fraction of the theoretical maximum amount of product (1.0 means a 100% yield; for example, 0.34 means a 34% yield). (1) The reactants are [C:1]([N:11]1[CH2:18][C@H:17]([OH:19])[CH2:16][C@H:12]1[C:13]([OH:15])=[O:14])([O:3][CH2:4][C:5]1[CH:10]=[CH:9][CH:8]=[CH:7][CH:6]=1)=[O:2].[CH3:20][C:21](C)=O.OS(O)(=O)=O.O=[Cr](=O)=O.C(Cl)Cl.C(N1CC(=O)C[C@H]1C(O)=O)(OCC1C=CC=CC=1)=O. The catalyst is CC(C)=O. The product is [CH2:20]([O:14][C:13](=[O:15])[C@@H:12]1[CH2:16][C:17](=[O:19])[CH2:18][N:11]1[C:1]([O:3][CH2:4][C:5]1[CH:6]=[CH:7][CH:8]=[CH:9][CH:10]=1)=[O:2])[CH3:21]. The yield is 0.710. (2) The reactants are [N:1]1(C(OCC2C=CC=CC=2)=O)[CH2:6][CH2:5][C:4]2([C:18]3[CH:17]=[N:16][NH:15][C:14]=3[C:13]3[CH:12]=[CH:11][CH:10]=[CH:9][C:8]=3[O:7]2)[CH2:3][CH2:2]1. The catalyst is CO.[Pd]. The product is [NH:1]1[CH2:6][CH2:5][C:4]2([C:18]3[CH:17]=[N:16][NH:15][C:14]=3[C:13]3[CH:12]=[CH:11][CH:10]=[CH:9][C:8]=3[O:7]2)[CH2:3][CH2:2]1. The yield is 0.800. (3) The reactants are [N+:1]([C:4]1[CH:11]=[CH:10][C:7]([CH2:8]Br)=[CH:6][CH:5]=1)([O-:3])=[O:2].[NH:12]1[CH2:17][CH2:16][O:15][CH2:14][CH2:13]1.C(N(CC)CC)C.C(=O)(O)[O-].[Na+]. The catalyst is ClCCl.C(Cl)(Cl)Cl.C(OCC)(=O)C. The product is [N+:1]([C:4]1[CH:11]=[CH:10][C:7]([CH2:8][N:12]2[CH2:17][CH2:16][O:15][CH2:14][CH2:13]2)=[CH:6][CH:5]=1)([O-:3])=[O:2]. The yield is 0.845. (4) The reactants are [OH:1][C@H:2]1[CH2:7][CH2:6][C@H:5]([N:8]2[C:13](=[O:14])[C:12]([CH2:15][C:16]3[S:20][C:19]([C:21]4[CH:28]=[CH:27][CH:26]=[CH:25][C:22]=4[C:23]#[N:24])=[CH:18][CH:17]=3)=[C:11]([CH2:29][CH2:30][CH3:31])[N:10]3[N:32]=[CH:33][N:34]=[C:9]23)[CH2:4][CH2:3]1.[N+](=[CH:37][C:38]([O:40][CH2:41][CH3:42])=[O:39])=[N-]. The catalyst is C([O-])(=O)C.[Rh+].C1(C)C=CC=CC=1. The product is [CH2:41]([O:40][C:38](=[O:39])[CH2:37][O:1][C@H:2]1[CH2:7][CH2:6][C@H:5]([N:8]2[C:13](=[O:14])[C:12]([CH2:15][C:16]3[S:20][C:19]([C:21]4[CH:28]=[CH:27][CH:26]=[CH:25][C:22]=4[C:23]#[N:24])=[CH:18][CH:17]=3)=[C:11]([CH2:29][CH2:30][CH3:31])[N:10]3[N:32]=[CH:33][N:34]=[C:9]23)[CH2:4][CH2:3]1)[CH3:42]. The yield is 0.530. (5) The yield is 0.750. The catalyst is O1CCCC1. The reactants are [CH2:1]([C:4]1[C:8]([CH2:9][CH2:10][CH2:11][OH:12])=[CH:7][N:6]([C:13]2[CH:18]=[CH:17][C:16]([C:19]([F:22])([F:21])[F:20])=[CH:15][N:14]=2)[N:5]=1)[CH2:2][CH3:3].O[C:24]1[CH:29]=[CH:28][C:27]([CH2:30][C:31]([O:33]C)=[O:32])=[CH:26][CH:25]=1.C(P(CCCC)CCCC)CCC.N(C(N1CCCCC1)=O)=NC(N1CCCCC1)=O. The product is [CH2:1]([C:4]1[C:8]([CH2:9][CH2:10][CH2:11][O:12][C:24]2[CH:29]=[CH:28][C:27]([CH2:30][C:31]([OH:33])=[O:32])=[CH:26][CH:25]=2)=[CH:7][N:6]([C:13]2[CH:18]=[CH:17][C:16]([C:19]([F:21])([F:20])[F:22])=[CH:15][N:14]=2)[N:5]=1)[CH2:2][CH3:3]. (6) The yield is 0.110. The reactants are [C:1]1([C:7](=O)[CH2:8][C:9]2[CH:14]=[CH:13][CH:12]=[CH:11][CH:10]=2)[CH:6]=[CH:5][CH:4]=[CH:3][CH:2]=1.[Br:16][C:17]1[CH:18]=[C:19]([CH:22]=[C:23]([O:26][CH2:27][CH3:28])[C:24]=1[OH:25])[CH:20]=O.[NH2:29][C:30]([NH2:32])=[O:31].Cl. The catalyst is CCO. The product is [Br:16][C:17]1[CH:18]=[C:19]([CH:20]2[C:8]([C:9]3[CH:14]=[CH:13][CH:12]=[CH:11][CH:10]=3)=[C:7]([C:1]3[CH:6]=[CH:5][CH:4]=[CH:3][CH:2]=3)[NH:32][C:30](=[O:31])[NH:29]2)[CH:22]=[C:23]([O:26][CH2:27][CH3:28])[C:24]=1[OH:25]. (7) The reactants are [O:1]=[C:2]1[NH:6][C@@H:5]([C:7]([O:9][CH2:10][CH3:11])=[O:8])[CH2:4][CH2:3]1.CN(C=O)C.Br[CH2:18][C:19]1[CH:24]=[CH:23][CH:22]=[CH:21][C:20]=1[C:25]([F:28])([F:27])[F:26].C([O-])([O-])=O.[K+].[K+].C1OCCOCCOCCOCCOCCOC1. The catalyst is O. The product is [CH2:10]([O:9][C:7]([C@H:5]1[CH2:4][CH2:3][C:2](=[O:1])[N:6]1[CH2:18][C:19]1[CH:24]=[CH:23][CH:22]=[CH:21][C:20]=1[C:25]([F:26])([F:27])[F:28])=[O:8])[CH3:11]. The yield is 0.120. (8) The reactants are [CH3:1][C:2]1([CH3:20])[O:7][CH2:6][CH:5]([O:8][N:9]2C(=O)C3C(=CC=CC=3)C2=O)[CH2:4][O:3]1.CNN. The catalyst is ClCCl. The product is [CH3:1][C:2]1([CH3:20])[O:7][CH2:6][CH:5]([O:8][NH2:9])[CH2:4][O:3]1. The yield is 1.00. (9) The reactants are [Cl:1][C:2]1[CH:7]=[CH:6][C:5]([N:8]2[CH2:13][CH2:12][N:11]([C:14](=[O:26])[CH2:15][N:16]3[C:20]4=[N:21][CH:22]=[CH:23][CH:24]=[C:19]4[C:18](I)=[N:17]3)[CH2:10][CH2:9]2)=[CH:4][C:3]=1[O:27][CH3:28].[CH3:29][N:30](C=O)C.O. The catalyst is CCOC(C)=O.C1C=CC(P(C2C=CC=CC=2)[C-]2C=CC=C2)=CC=1.C1C=CC(P(C2C=CC=CC=2)[C-]2C=CC=C2)=CC=1.[Fe+2].[C-]#N.[C-]#N.[Zn+2].C1C=CC(/C=C/C(/C=C/C2C=CC=CC=2)=O)=CC=1.C1C=CC(/C=C/C(/C=C/C2C=CC=CC=2)=O)=CC=1.C1C=CC(/C=C/C(/C=C/C2C=CC=CC=2)=O)=CC=1.[Pd].[Pd]. The product is [Cl:1][C:2]1[CH:7]=[CH:6][C:5]([N:8]2[CH2:13][CH2:12][N:11]([C:14](=[O:26])[CH2:15][N:16]3[C:20]4=[N:21][CH:22]=[CH:23][CH:24]=[C:19]4[C:18]([C:29]#[N:30])=[N:17]3)[CH2:10][CH2:9]2)=[CH:4][C:3]=1[O:27][CH3:28]. The yield is 0.930.